Dataset: Catalyst prediction with 721,799 reactions and 888 catalyst types from USPTO. Task: Predict which catalyst facilitates the given reaction. (1) Reactant: C[O:2][C:3](=[O:31])[C:4]1[CH:9]=[CH:8][C:7]([CH2:10][N:11]([C:24]([O:26][C:27]([CH3:30])([CH3:29])[CH3:28])=[O:25])[C:12]2[CH:17]=[CH:16][C:15]([CH:18]3[CH2:23][CH2:22][CH2:21][CH2:20][CH2:19]3)=[CH:14][CH:13]=2)=[CH:6][CH:5]=1.[OH-].[Na+]. Product: [C:27]([O:26][C:24]([N:11]([CH2:10][C:7]1[CH:6]=[CH:5][C:4]([C:3]([OH:31])=[O:2])=[CH:9][CH:8]=1)[C:12]1[CH:17]=[CH:16][C:15]([CH:18]2[CH2:23][CH2:22][CH2:21][CH2:20][CH2:19]2)=[CH:14][CH:13]=1)=[O:25])([CH3:30])([CH3:28])[CH3:29]. The catalyst class is: 8. (2) Reactant: [CH3:1][C:2]1[N:7]=[C:6]([O:8][CH2:9][C:10]2[CH:17]=[CH:16][C:13]([CH:14]=O)=[CH:12][CH:11]=2)[CH:5]=[CH:4][CH:3]=1.[N+:18]([CH3:21])([O-:20])=[O:19].C([O-])(=O)C.[NH4+]. Product: [CH3:1][C:2]1[CH:3]=[CH:4][CH:5]=[C:6]([O:8][CH2:9][C:10]2[CH:17]=[CH:16][C:13](/[CH:14]=[CH:21]/[N+:18]([O-:20])=[O:19])=[CH:12][CH:11]=2)[N:7]=1. The catalyst class is: 15.